From a dataset of Catalyst prediction with 721,799 reactions and 888 catalyst types from USPTO. Predict which catalyst facilitates the given reaction. (1) Reactant: [Cl:1][C:2]1[CH:8]=[C:7]([Cl:9])[CH:6]=[CH:5][C:3]=1[NH2:4].I[CH2:11][C:12](=[O:14])[CH3:13].C(=O)([O-])[O-].[K+].[K+].O. Product: [Cl:1][C:2]1[CH:8]=[C:7]([Cl:9])[CH:6]=[CH:5][C:3]=1[NH:4][CH2:11][C:12](=[O:14])[CH3:13]. The catalyst class is: 3. (2) Reactant: [Cl:1][C:2]1[CH:7]=[C:6]([N+:8]([O-:10])=[O:9])[CH:5]=[CH:4][C:3]=1[CH2:11][CH2:12]O.C1(P(C2C=CC=CC=2)C2C=CC=CC=2)C=CC=CC=1.C(Br)(Br)(Br)[Br:34].O. Product: [Br:34][CH2:12][CH2:11][C:3]1[CH:4]=[CH:5][C:6]([N+:8]([O-:10])=[O:9])=[CH:7][C:2]=1[Cl:1]. The catalyst class is: 2. (3) Reactant: C(OC([N:8]1[C:16]2[C:11](=[CH:12][C:13]([C:17]#[N:18])=[CH:14][CH:15]=2)[C:10]([N:19]2[CH2:28][C@H:27]3[N:23]([CH2:24][CH2:25][CH2:26]3)[C:22]3[N:29]=[C:30]([NH:33][CH2:34][CH3:35])[N:31]=[CH:32][C:21]=3[C:20]2=[O:36])=[CH:9]1)=O)(C)(C)C.[OH-].[Na+].Cl. Product: [C:17]([C:13]1[CH:12]=[C:11]2[C:16](=[CH:15][CH:14]=1)[NH:8][CH:9]=[C:10]2[N:19]1[CH2:28][C@H:27]2[N:23]([CH2:24][CH2:25][CH2:26]2)[C:22]2[N:29]=[C:30]([NH:33][CH2:34][CH3:35])[N:31]=[CH:32][C:21]=2[C:20]1=[O:36])#[N:18]. The catalyst class is: 8. (4) Reactant: Cl.[F:2][C:3]1[CH:27]=[CH:26][CH:25]=[CH:24][C:4]=1[CH2:5][N:6]1[C:10]([C:11]2[CH:15]=[CH:14][O:13][N:12]=2)=[CH:9][C:8]([C:16]2[N:21]=[C:20]([NH2:22])[C:19]([NH2:23])=[CH:18][N:17]=2)=[N:7]1.ClCCl.[CH2:31]([O:33]CC)[CH3:32]. Product: [NH2:22][C:20]1[C:19]([NH:23][C:31](=[O:33])[CH3:32])=[CH:18][N:17]=[C:16]([C:8]2[CH:9]=[C:10]([C:11]3[CH:15]=[CH:14][O:13][N:12]=3)[N:6]([CH2:5][C:4]3[CH:24]=[CH:25][CH:26]=[CH:27][C:3]=3[F:2])[N:7]=2)[N:21]=1. The catalyst class is: 15. (5) Reactant: [CH2:1]([CH:3]([O:6][C:7]1[C:12]([C:13]([NH2:15])=O)=[C:11]([NH:16][C:17]2[C:22]([CH3:23])=[CH:21][C:20]([CH3:24])=[CH:19][C:18]=2[CH3:25])[N:10]=[C:9]([CH3:26])[CH:8]=1)[CH2:4][CH3:5])[CH3:2].ClC(Cl)(OC(=O)OC(Cl)(Cl)Cl)Cl.C(N(CC)CC)C. Product: [CH2:1]([CH:3]([O:6][C:7]1[C:12]([C:13]#[N:15])=[C:11]([NH:16][C:17]2[C:22]([CH3:23])=[CH:21][C:20]([CH3:24])=[CH:19][C:18]=2[CH3:25])[N:10]=[C:9]([CH3:26])[CH:8]=1)[CH2:4][CH3:5])[CH3:2]. The catalyst class is: 1. (6) Product: [NH2:1][C:2]1[CH:7]=[C:6]([Cl:8])[CH:5]=[CH:4][C:3]=1[C:9]1[N:10]([CH2:28][CH2:29][C:30]([OH:32])=[O:31])[C:11]2[C:16]([C:17]=1[CH:18]1[CH2:19][CH2:20][CH2:21][CH2:22][CH2:23]1)=[CH:15][CH:14]=[C:13]([C:24]([O:26][CH3:27])=[O:25])[CH:12]=2. The catalyst class is: 83. Reactant: [NH2:1][C:2]1[CH:7]=[C:6]([Cl:8])[CH:5]=[CH:4][C:3]=1[C:9]1[N:10]([CH2:28][CH2:29][C:30]([O:32]CC)=[O:31])[C:11]2[C:16]([C:17]=1[CH:18]1[CH2:23][CH2:22][CH2:21][CH2:20][CH2:19]1)=[CH:15][CH:14]=[C:13]([C:24]([O:26][CH3:27])=[O:25])[CH:12]=2.[OH-].[Na+].Cl.O.